Dataset: Full USPTO retrosynthesis dataset with 1.9M reactions from patents (1976-2016). Task: Predict the reactants needed to synthesize the given product. (1) Given the product [Cl:1][C:2]1[NH:10][C:9]2[C:8](=[O:11])[N:7]([CH2:12][CH2:13][CH2:14][C:15]3[O:42][N:41]=[C:40]([CH2:39][C:33]4[CH:34]=[CH:35][C:36]([F:38])=[CH:37][C:32]=4[Cl:31])[N:43]=3)[C:6](=[O:21])[N:5]([CH2:22][CH2:23][CH2:24][CH2:25][CH3:26])[C:4]=2[N:3]=1, predict the reactants needed to synthesize it. The reactants are: [Cl:1][C:2]1[NH:10][C:9]2[C:8](=[O:11])[N:7]([CH2:12][CH2:13][CH2:14][CH2:15]C(OCC)=O)[C:6](=[O:21])[N:5]([CH2:22][CH2:23][CH2:24][CH2:25][CH3:26])[C:4]=2[N:3]=1.CC[O-].[Na+].[Cl:31][C:32]1[CH:37]=[C:36]([F:38])[CH:35]=[CH:34][C:33]=1[CH2:39]/[C:40](=[N:43]/[H])/[NH:41][OH:42]. (2) Given the product [C:1]([O:5][C:6]([N:8]1[CH2:12][CH2:11][CH:10]([NH:19][C:18]2[CH:20]=[CH:21][C:15]([Cl:14])=[CH:16][CH:17]=2)[CH2:9]1)=[O:7])([CH3:4])([CH3:3])[CH3:2], predict the reactants needed to synthesize it. The reactants are: [C:1]([O:5][C:6]([N:8]1[CH2:12][CH2:11][CH2:10][C:9]1=O)=[O:7])([CH3:4])([CH3:3])[CH3:2].[Cl:14][C:15]1[CH:21]=[CH:20][C:18]([NH2:19])=[CH:17][CH:16]=1.C(O[BH-](OC(=O)C)OC(=O)C)(=O)C.[Na+].C([O-])(O)=O.[Na+].